Predict which catalyst facilitates the given reaction. From a dataset of Catalyst prediction with 721,799 reactions and 888 catalyst types from USPTO. Reactant: [Br:1][C:2]1[N:6]([CH2:7][CH3:8])[C:5]([CH:9]=[O:10])=[N:4][C:3]=1[CH3:11].[BH4-].[Na+]. Product: [Br:1][C:2]1[N:6]([CH2:7][CH3:8])[C:5]([CH2:9][OH:10])=[N:4][C:3]=1[CH3:11]. The catalyst class is: 5.